Dataset: Catalyst prediction with 721,799 reactions and 888 catalyst types from USPTO. Task: Predict which catalyst facilitates the given reaction. (1) Reactant: C(OC([N:8]1[CH2:17][CH2:16][C:15]2[C:10](=[CH:11][CH:12]=[CH:13][CH:14]=2)[C@H:9]1[C:18](=[O:28])[NH:19][C:20]1[C:25]([F:26])=[CH:24][CH:23]=[CH:22][C:21]=1[F:27])=O)(C)(C)C.[C:29]([OH:35])([C:31]([F:34])([F:33])[F:32])=[O:30]. Product: [F:32][C:31]([F:34])([F:33])[C:29]([OH:35])=[O:30].[F:27][C:21]1[CH:22]=[CH:23][CH:24]=[C:25]([F:26])[C:20]=1[NH:19][C:18]([C@@H:9]1[C:10]2[C:15](=[CH:14][CH:13]=[CH:12][CH:11]=2)[CH2:16][CH2:17][NH:8]1)=[O:28]. The catalyst class is: 2. (2) Reactant: [N:1]1([CH:7]2[CH2:12][CH2:11][N:10]([C:13]3[O:14][C:15]4[CH:21]=[CH:20][C:19]([C:22](O)=[O:23])=[CH:18][C:16]=4[N:17]=3)[CH2:9][CH2:8]2)[CH2:6][CH2:5][CH2:4][CH2:3][CH2:2]1.Cl.[CH2:26]([NH2:28])[CH3:27].F[P-](F)(F)(F)(F)F.N1(OC(N(C)C)=[N+](C)C)C2N=CC=CC=2N=N1.C(N(CC)CC)C. Product: [N:1]1([CH:7]2[CH2:12][CH2:11][N:10]([C:13]3[O:14][C:15]4[CH:21]=[CH:20][C:19]([C:22]([NH:28][CH2:26][CH3:27])=[O:23])=[CH:18][C:16]=4[N:17]=3)[CH2:9][CH2:8]2)[CH2:6][CH2:5][CH2:4][CH2:3][CH2:2]1. The catalyst class is: 217. (3) Reactant: N[C:2]1[CH:3]=[C:4]([C:9]2[CH:21]=[CH:20][C:12]3[N:13]=[C:14]([NH:16][C:17](=[O:19])[CH3:18])[S:15][C:11]=3[CH:10]=2)[CH:5]=[N:6][C:7]=1[Cl:8].[BH4-].[Na+].C=O.OS(O)(=O)=O.[BH3-][C:32]#[N:33].[Na+].[C:35]([O-])([O-])=O.[Na+].[Na+]. Product: [Cl:8][C:7]1[N:6]=[CH:5][C:4]([C:9]2[CH:21]=[CH:20][C:12]3[N:13]=[C:14]([NH:16][C:17](=[O:19])[CH3:18])[S:15][C:11]=3[CH:10]=2)=[CH:3][C:2]=1[N:33]([CH3:32])[CH3:35]. The catalyst class is: 1. (4) Reactant: [C:1]1([C:7]2[N:8]=[C:9]([NH:12][CH2:13][CH2:14][C:15]3[CH:20]=[CH:19][CH:18]=[CH:17][CH:16]=3)[S:10][CH:11]=2)[CH:6]=[CH:5][CH:4]=[CH:3][CH:2]=1.[H-].[Na+].Br[CH2:24][C:25]1[CH:34]=[CH:33][C:28]([C:29]([O:31][CH3:32])=[O:30])=[CH:27][CH:26]=1.O. Product: [C:15]1([CH2:14][CH2:13][N:12]([CH2:24][C:25]2[CH:34]=[CH:33][C:28]([C:29]([O:31][CH3:32])=[O:30])=[CH:27][CH:26]=2)[C:9]2[S:10][CH:11]=[C:7]([C:1]3[CH:6]=[CH:5][CH:4]=[CH:3][CH:2]=3)[N:8]=2)[CH:16]=[CH:17][CH:18]=[CH:19][CH:20]=1. The catalyst class is: 9. (5) Reactant: [CH3:1][C:2]1[CH:3]=[CH:4][C:5]2[O:9][C:8](=[O:10])[NH:7][C:6]=2[CH:11]=1.[Cl:12][S:13](O)(=[O:15])=[O:14]. Product: [CH3:1][C:2]1[C:3]([S:13]([Cl:12])(=[O:15])=[O:14])=[CH:4][C:5]2[O:9][C:8](=[O:10])[NH:7][C:6]=2[CH:11]=1. The catalyst class is: 2. (6) Reactant: [NH2:1][C:2]1[N:3]=[N:4][C:5]([C:14]2[CH:15]=[CH:16][C:17]([O:24]C)=[C:18]([NH:20][C:21](=[O:23])[CH3:22])[CH:19]=2)=[C:6]([C:8]2[CH:13]=[CH:12][CH:11]=[CH:10][CH:9]=2)[N:7]=1.COC.O. Product: [NH2:1][C:2]1[N:3]=[N:4][C:5]([C:14]2[CH:15]=[CH:16][C:17]([OH:24])=[C:18]([NH:20][C:21](=[O:23])[CH3:22])[CH:19]=2)=[C:6]([C:8]2[CH:9]=[CH:10][CH:11]=[CH:12][CH:13]=2)[N:7]=1. The catalyst class is: 2.